From a dataset of Catalyst prediction with 721,799 reactions and 888 catalyst types from USPTO. Predict which catalyst facilitates the given reaction. (1) Reactant: [C:1]([O:5][C:6]([N:8]1[C@H:13]([C:14](O)=O)[CH:12]2[CH2:17][CH2:18][CH:9]1[CH2:10][CH2:11]2)=[O:7])([CH3:4])([CH3:3])[CH3:2].C(N(CC)CC)C.ClC(OCC(C)C)=O.[NH2:34][C:35]1[CH:39]=[C:38]([Br:40])[S:37][C:36]=1[C:41]([NH2:43])=[O:42]. Product: [Br:40][C:38]1[S:37][C:36]2[C:41](=[O:42])[NH:43][C:14]([C@@H:13]3[CH:12]4[CH2:17][CH2:18][CH:9]([CH2:10][CH2:11]4)[N:8]3[C:6]([O:5][C:1]([CH3:4])([CH3:3])[CH3:2])=[O:7])=[N:34][C:35]=2[CH:39]=1. The catalyst class is: 30. (2) Reactant: [CH3:1][CH:2]([N:4]1[C:8]([C:9]2[N:10]=[C:11]3[N:21]([CH:22]=2)[CH2:20][CH2:19][O:18][C:17]2[C:12]3=[CH:13][C:14]([C:23]([O:25]C)=[O:24])=[CH:15][CH:16]=2)=[N:7][CH:6]=[N:5]1)[CH3:3].[Li+].[OH-]. Product: [CH3:3][CH:2]([N:4]1[C:8]([C:9]2[N:10]=[C:11]3[N:21]([CH:22]=2)[CH2:20][CH2:19][O:18][C:17]2[C:12]3=[CH:13][C:14]([C:23]([OH:25])=[O:24])=[CH:15][CH:16]=2)=[N:7][CH:6]=[N:5]1)[CH3:1]. The catalyst class is: 5. (3) Reactant: [F:1][CH2:2][C@@H:3]1[CH2:7][C@@H:6]([O:8][CH3:9])[CH2:5][N:4]1C(OCC1C=CC=CC=1)=O.[H][H]. Product: [F:1][CH2:2][C@@H:3]1[CH2:7][C@@H:6]([O:8][CH3:9])[CH2:5][NH:4]1. The catalyst class is: 78. (4) Reactant: [CH3:1][C@H:2]1[C@@:41]2([OH:43])[O:42][CH:5]([CH2:6][C@H:7]([O:68][CH3:69])[C:8]([CH3:67])=[CH:9][CH:10]=[CH:11][CH:12]=[CH:13][C@@H:14]([CH3:66])[CH2:15][C@@H:16]([CH3:65])[C:17]([C@H:19]([O:63][CH3:64])[C@H:20]([OH:62])[C:21]([CH3:61])=[CH:22][C@@H:23]([CH3:60])[C:24]([CH2:26][C@@H:27]([C@@H:44]([CH2:46][C@H:47]3[CH2:52][C@@H:51]([O:53][CH3:54])[C@@H:50]([N:55]4[N:59]=[N:58][N:57]=[CH:56]4)[CH2:49][CH2:48]3)[CH3:45])[O:28][C:29]([C@H:31]3[N:36]([C:37]([C:39]2=[O:40])=[O:38])[CH2:35][CH2:34][CH2:33][CH2:32]3)=[O:30])=[O:25])=[O:18])[CH2:4][CH2:3]1.[C:70]1(C)C=CC=CC=1. Product: [CH3:1][C@H:2]1[C@@:41]2([OH:43])[O:42][CH:5]([CH2:6][C@H:7]([O:68][CH3:69])[C:8]([CH3:67])=[CH:9][CH:10]=[CH:11][CH:12]=[CH:13][C@@H:14]([CH3:66])[CH2:15][C@@H:16]([CH3:65])[C:17]([C@H:19]([O:63][CH3:64])[C@H:20]([OH:62])[C:21]([CH3:61])=[CH:22][C@@H:23]([CH3:60])[C:24]([CH2:26][C@@H:27]([C@@H:44]([CH2:46][C@H:47]3[CH2:52][C@@H:51]([O:53][CH3:54])[C@@H:50]([N:55]4[N:59]=[N:58][N:57]=[CH:56]4)[CH2:49][CH2:48]3)[CH3:45])[O:28][C:29]([C@H:31]3[N:36]([C:37]([C:39]2=[O:40])=[O:38])[CH2:35][CH2:34][CH2:33][CH2:32]3)=[O:30])=[O:25])=[O:18])[CH2:4][CH2:3]1.[CH3:70][O:62][CH2:20][CH2:19][O:63][CH3:64]. The catalyst class is: 57. (5) Product: [Br:38][CH2:10][CH2:9][CH2:8][CH2:7][CH2:6][CH2:5][CH:1]1[CH2:4][CH2:3][CH2:2]1. Reactant: [CH:1]1([CH2:5][CH2:6][CH2:7][CH2:8][CH2:9][CH2:10]O)[CH2:4][CH2:3][CH2:2]1.C1(P(C2C=CC=CC=2)C2C=CC=CC=2)C=CC=CC=1.C1C(=O)N([Br:38])C(=O)C1. The catalyst class is: 3. (6) Reactant: [C:1]([C:4]1[CH:19]=[CH:18][C:7]([C:8]([NH:10][C:11]2[CH:16]=[CH:15][C:14]([F:17])=[CH:13][CH:12]=2)=[O:9])=[CH:6][CH:5]=1)(=[O:3])[CH3:2].[Br-:20].[Br-].[Br-].[NH+]1C=CC=CC=1.[NH+]1C=CC=CC=1.[NH+]1C=CC=CC=1. Product: [Br:20][CH2:2][C:1]([C:4]1[CH:19]=[CH:18][C:7]([C:8]([NH:10][C:11]2[CH:16]=[CH:15][C:14]([F:17])=[CH:13][CH:12]=2)=[O:9])=[CH:6][CH:5]=1)=[O:3]. The catalyst class is: 5.